Task: Predict the reactants needed to synthesize the given product.. Dataset: Full USPTO retrosynthesis dataset with 1.9M reactions from patents (1976-2016) (1) The reactants are: C([O:3][C:4]([C@H:6]1[CH2:11][CH2:10][C@H:9]([N:12]2[C:16]([CH3:17])=[C:15]([CH3:18])[C:14]([CH3:19])=[N:13]2)[CH2:8][CH2:7]1)=[O:5])C.[OH-].[Na+].Cl. Given the product [CH3:19][C:14]1[C:15]([CH3:18])=[C:16]([CH3:17])[N:12]([C@H:9]2[CH2:10][CH2:11][C@H:6]([C:4]([OH:5])=[O:3])[CH2:7][CH2:8]2)[N:13]=1, predict the reactants needed to synthesize it. (2) Given the product [C:1]([C:4]1[C:9]([C:10]2[CH:11]=[CH:12][CH:37]=[CH:14][CH:15]=2)=[N:8][N:7]([CH2:16][CH3:17])[C:6](=[O:19])[C:5]=1[NH:20][C:30]1[CH:31]=[N:32][CH:33]=[CH:34][C:35]=1[CH3:36])(=[O:3])[CH3:2], predict the reactants needed to synthesize it. The reactants are: [C:1]([C:4]1[C:9]([C:10]2[CH:15]=[CH:14]N=[CH:12][CH:11]=2)=[N:8][N:7]([CH2:16][CH2:17]O)[C:6](=[O:19])[C:5]=1[NH:20]C1C=C(C=CC=1)C#N)(=[O:3])[CH3:2].Br[C:30]1[CH:31]=[N:32][CH:33]=[CH:34][C:35]=1[CH3:36].[C:37](=O)([O-])[O-].[K+].[K+]. (3) Given the product [CH3:47][O:48][CH2:49][CH2:50][N:51]([CH3:52])[C:23]1[CH:28]=[CH:27][C:26]([CH:29]([C:40]2[CH:45]=[CH:44][CH:43]=[CH:42][C:41]=2[CH3:46])[CH2:30]/[C:31](/[C:34]2[CH:39]=[CH:38][N:37]=[CH:36][CH:35]=2)=[N:32]\[OH:33])=[CH:25][CH:24]=1, predict the reactants needed to synthesize it. The reactants are: C(P(C(C)(C)C)C1C=CC=CC=1C1C=CC=CC=1)(C)(C)C.Br[C:23]1[CH:28]=[CH:27][C:26]([CH:29]([C:40]2[CH:45]=[CH:44][CH:43]=[CH:42][C:41]=2[CH3:46])[CH2:30][C:31]([C:34]2[CH:39]=[CH:38][N:37]=[CH:36][CH:35]=2)=[N:32][OH:33])=[CH:25][CH:24]=1.[CH3:47][O:48][CH2:49][CH2:50][NH:51][CH3:52].[NH4+].[Cl-].